From a dataset of Reaction yield outcomes from USPTO patents with 853,638 reactions. Predict the reaction yield, written as a fraction of the theoretical maximum amount of product (1.0 means a 100% yield; for example, 0.34 means a 34% yield). (1) The reactants are [CH3:1][Mg]Cl.C([C:6]1[N:7]([CH2:21][O:22][CH2:23][CH2:24][Si:25]([CH3:28])([CH3:27])[CH3:26])[N:8]=[C:9]2[C:14]=1C=[CH:12][C:11](C(N(OC)C)=O)=[CH:10]2)C.[O:29]1[CH2:33][CH2:32][CH2:31][CH2:30]1. No catalyst specified. The product is [CH2:14]([C:9]1[C:10]2[C:30](=[CH:31][C:32]([C:33](=[O:29])[CH3:1])=[CH:12][CH:11]=2)[N:7]([CH2:21][O:22][CH2:23][CH2:24][Si:25]([CH3:26])([CH3:27])[CH3:28])[N:8]=1)[CH3:6]. The yield is 1.00. (2) The reactants are [C:1]1(B(O)O)[CH:6]=[CH:5][CH:4]=[CH:3][CH:2]=1.C1(C)C=CC=CC=1.C(=O)([O-])[O-].[Na+].[Na+].[F:23][C:24]([F:51])([F:50])[C:25]1[CH:26]=[C:27]([CH:43]=[C:44]([C:46]([F:49])([F:48])[F:47])[CH:45]=1)[CH2:28][N:29]1[CH2:36][CH2:35][CH2:34][O:33][C:32]2[N:37]=[CH:38][CH:39]=[C:40](I)[C:31]=2[C:30]1=[O:42]. The catalyst is C(OCC)(=O)C.C1C=CC([P]([Pd]([P](C2C=CC=CC=2)(C2C=CC=CC=2)C2C=CC=CC=2)([P](C2C=CC=CC=2)(C2C=CC=CC=2)C2C=CC=CC=2)[P](C2C=CC=CC=2)(C2C=CC=CC=2)C2C=CC=CC=2)(C2C=CC=CC=2)C2C=CC=CC=2)=CC=1.O1CCOCC1. The product is [F:23][C:24]([F:51])([F:50])[C:25]1[CH:26]=[C:27]([CH:43]=[C:44]([C:46]([F:49])([F:48])[F:47])[CH:45]=1)[CH2:28][N:29]1[CH2:36][CH2:35][CH2:34][O:33][C:32]2[N:37]=[CH:38][CH:39]=[C:40]([C:1]3[CH:6]=[CH:5][CH:4]=[CH:3][CH:2]=3)[C:31]=2[C:30]1=[O:42]. The yield is 0.800.